From a dataset of Reaction yield outcomes from USPTO patents with 853,638 reactions. Predict the reaction yield, written as a fraction of the theoretical maximum amount of product (1.0 means a 100% yield; for example, 0.34 means a 34% yield). (1) The reactants are Br[C:2]1[C:3]([C:13]2[CH:18]=[CH:17][C:16]([CH3:19])=[CH:15][CH:14]=2)=[CH:4][C:5]2[O:9][C:8]([CH3:11])([CH3:10])[CH2:7][C:6]=2[CH:12]=1.[CH3:20][O:21][C:22]1[CH:27]=[CH:26][C:25]([N:28]2[CH2:33][CH2:32][NH:31][CH2:30][CH2:29]2)=[CH:24][CH:23]=1. No catalyst specified. The product is [CH3:10][C:8]1([CH3:11])[CH2:7][C:6]2[CH:12]=[C:2]([N:31]3[CH2:30][CH2:29][N:28]([C:25]4[CH:24]=[CH:23][C:22]([O:21][CH3:20])=[CH:27][CH:26]=4)[CH2:33][CH2:32]3)[C:3]([C:13]3[CH:18]=[CH:17][C:16]([CH3:19])=[CH:15][CH:14]=3)=[CH:4][C:5]=2[O:9]1. The yield is 0.160. (2) The reactants are [CH2:1]([NH:4][C:5](=[O:25])[NH:6][C:7]1[N:12]=[CH:11][C:10](B(O)O)=[C:9]([C:16]2[S:17][CH:18]=[C:19]([C:21]([F:24])([F:23])[F:22])[N:20]=2)[CH:8]=1)[CH2:2][CH3:3].CC1(C)C(C)(C)OB([C:34]2[CH:35]=[N:36][CH:37]=[C:38]([CH:43]=2)[C:39]([O:41][CH3:42])=[O:40])O1.C(=O)(O)[O-].[Na+].C(OCC)(=O)C. The catalyst is O1CCOCC1.O.Cl[Pd](Cl)([P](C1C=CC=CC=1)(C1C=CC=CC=1)C1C=CC=CC=1)[P](C1C=CC=CC=1)(C1C=CC=CC=1)C1C=CC=CC=1. The product is [CH2:1]([NH:4][C:5](=[O:25])[NH:6][C:7]1[N:12]=[CH:11][C:10]([C:34]2[CH:35]=[N:36][CH:37]=[C:38]([C:39]([O:41][CH3:42])=[O:40])[CH:43]=2)=[C:9]([C:16]2[S:17][CH:18]=[C:19]([C:21]([F:24])([F:23])[F:22])[N:20]=2)[CH:8]=1)[CH2:2][CH3:3]. The yield is 0.640. (3) The reactants are [CH3:1][O:2][CH2:3][CH2:4][C:5]1[CH:10]=[CH:9][CH:8]=[CH:7][CH:6]=1.C1C(=O)N([Br:18])C(=O)C1.CC(N=NC(C#N)(C)C)(C#N)C. The catalyst is C(Cl)(Cl)(Cl)Cl.C(=O)(O)[O-].[Na+]. The product is [CH3:1][O:2][CH2:3][CH:4]([Br:18])[C:5]1[CH:10]=[CH:9][CH:8]=[CH:7][CH:6]=1. The yield is 0.840. (4) The reactants are C[O:2][C:3]1[CH:8]=[C:7]([C:9]([N:11]2[CH2:16][CH2:15][N:14]([CH3:17])[CH2:13][CH2:12]2)=[O:10])[CH:6]=[CH:5][C:4]=1[C:18]1[CH:19]=[CH:20][C:21]2[N:22]([C:24]([C:27]3[CH:34]=[CH:33][C:30]([C:31]#[N:32])=[CH:29][CH:28]=3)=[CH:25][N:26]=2)[CH:23]=1.B(Br)(Br)Br. The catalyst is C(Cl)Cl. The product is [OH:2][C:3]1[CH:8]=[C:7]([C:9]([N:11]2[CH2:16][CH2:15][N:14]([CH3:17])[CH2:13][CH2:12]2)=[O:10])[CH:6]=[CH:5][C:4]=1[C:18]1[CH:19]=[CH:20][C:21]2[N:22]([C:24]([C:27]3[CH:28]=[CH:29][C:30]([C:31]#[N:32])=[CH:33][CH:34]=3)=[CH:25][N:26]=2)[CH:23]=1. The yield is 0.200. (5) The reactants are [F:1][C:2]1[CH:8]=[CH:7][C:5]([NH2:6])=[CH:4][CH:3]=1.[CH2:9]([O:11][C:12](=[O:23])[C:13](=[CH:19]OCC)[C:14]([O:16][CH2:17][CH3:18])=[O:15])[CH3:10]. No catalyst specified. The product is [CH2:9]([O:11][C:12](=[O:23])[C:13](=[CH:19][NH:6][C:5]1[CH:7]=[CH:8][C:2]([F:1])=[CH:3][CH:4]=1)[C:14]([O:16][CH2:17][CH3:18])=[O:15])[CH3:10]. The yield is 0.780. (6) The reactants are C1(P(C2C=CC=CC=2)C2C=CC3C(=CC=CC=3)C=2C2C3C(=CC=CC=3)C=CC=2P(C2C=CC=CC=2)C2C=CC=CC=2)C=CC=CC=1.Br[C:48]1[CH:49]=[C:50]2[C:55](=[CH:56][CH:57]=1)[N:54]=[C:53]([CH2:58][CH:59]([CH3:61])[CH3:60])[C:52]([C:62]#[N:63])=[C:51]2[C:64]1[CH:69]=[CH:68][CH:67]=[CH:66][C:65]=1[F:70].[C:71]([OH:75])([CH3:74])([CH3:73])[CH3:72].CC(C)([O-])C.[Na+].Cl. The catalyst is C([O-])(=O)C.[Pd+2].C([O-])(=O)C.C1(C)C=CC=CC=1. The product is [C:71]([O:75][C:48]1[CH:49]=[C:50]2[C:55](=[CH:56][CH:57]=1)[N:54]=[C:53]([CH2:58][CH:59]([CH3:61])[CH3:60])[C:52]([C:62]#[N:63])=[C:51]2[C:64]1[CH:69]=[CH:68][CH:67]=[CH:66][C:65]=1[F:70])([CH3:74])([CH3:73])[CH3:72]. The yield is 0.820. (7) The reactants are [C:1]([O:5][C:6]([NH:8][CH:9]1[CH2:14][CH2:13][N:12]([C:15]([O:17][CH2:18][C:19]2[CH:24]=[CH:23][CH:22]=[CH:21][CH:20]=2)=[O:16])[CH2:11][CH:10]1[OH:25])=[O:7])([CH3:4])([CH3:3])[CH3:2].[CH3:26][C:27]([Si:30](Cl)([CH3:32])[CH3:31])([CH3:29])[CH3:28].N1C=CN=C1. The catalyst is CN(C1C=CN=CC=1)C. The product is [C:1]([O:5][C:6]([NH:8][CH:9]1[CH2:14][CH2:13][N:12]([C:15]([O:17][CH2:18][C:19]2[CH:24]=[CH:23][CH:22]=[CH:21][CH:20]=2)=[O:16])[CH2:11][CH:10]1[O:25][Si:30]([C:27]([CH3:29])([CH3:28])[CH3:26])([CH3:32])[CH3:31])=[O:7])([CH3:4])([CH3:2])[CH3:3]. The yield is 0.810.